From a dataset of Full USPTO retrosynthesis dataset with 1.9M reactions from patents (1976-2016). Predict the reactants needed to synthesize the given product. (1) The reactants are: CC1(C)C(C)(C)OB([C:9]2[CH:14]=[CH:13][N:12]=[C:11]3[NH:15][C:16]([C:18]([O:20][CH2:21][CH3:22])=[O:19])=[CH:17][C:10]=23)O1.[CH2:24]([N:26]1[CH:30]=[C:29](B2OC(C)(C)C(C)(C)O2)[C:28]([C:40]2[CH:45]=[CH:44][CH:43]=[C:42]([N+:46]([O-:48])=[O:47])[CH:41]=2)=[N:27]1)[CH3:25].C([O-])([O-])=O.[Na+].[Na+]. Given the product [CH2:24]([N:26]1[CH:30]=[C:29]([C:9]2[CH:14]=[CH:13][N:12]=[C:11]3[NH:15][C:16]([C:18]([O:20][CH2:21][CH3:22])=[O:19])=[CH:17][C:10]=23)[C:28]([C:40]2[CH:45]=[CH:44][CH:43]=[C:42]([N+:46]([O-:48])=[O:47])[CH:41]=2)=[N:27]1)[CH3:25], predict the reactants needed to synthesize it. (2) Given the product [C:1]([O:5][C:6]([N:8]1[CH2:9][CH2:10][N:11]([C:12]2[CH:13]=[CH:14][C:15]([N+:18]([O-:20])=[O:19])=[CH:16][CH:17]=2)[C:22](=[O:24])[CH2:21]1)=[O:7])([CH3:3])([CH3:2])[CH3:4], predict the reactants needed to synthesize it. The reactants are: [C:1]([O:5][C:6]([N:8]([CH2:21][C:22]([OH:24])=O)[CH2:9][CH2:10][NH:11][C:12]1[CH:17]=[CH:16][C:15]([N+:18]([O-:20])=[O:19])=[CH:14][CH:13]=1)=[O:7])([CH3:4])([CH3:3])[CH3:2].C(N(C(C)C)C(C)C)C.ON1C2C=CC=CC=2N=N1.C(N=C=NCCCN(C)C)C. (3) Given the product [CH:1]([O:4][C:5]1[CH:14]=[C:13]([C:15]([F:18])([F:17])[F:16])[C:12]2[C:7](=[CH:8][CH:9]=[C:10]3[N:22]([CH2:24][CH2:25][CH3:26])[C@H:21]([CH3:23])[CH2:20][O:19][C:11]3=2)[N:6]=1)([CH3:3])[CH3:2], predict the reactants needed to synthesize it. The reactants are: [CH:1]([O:4][C:5]1[CH:14]=[C:13]([C:15]([F:18])([F:17])[F:16])[C:12]2[C:7](=[CH:8][CH:9]=[C:10]3[NH:22][C@H:21]([CH3:23])[CH2:20][O:19][C:11]3=2)[N:6]=1)([CH3:3])[CH3:2].[CH:24](=O)[CH2:25][CH3:26].[BH3-]C#N.[Na+].